From a dataset of Full USPTO retrosynthesis dataset with 1.9M reactions from patents (1976-2016). Predict the reactants needed to synthesize the given product. (1) Given the product [F:34][C:35]([F:40])([F:39])[C:36]([OH:38])=[O:37].[F:33][C:2]([F:1])([F:32])[O:3][C:4]1[CH:9]=[CH:8][C:7]([N:10]2[CH:14]=[N:13][C:12]([C:15]3[CH:16]=[C:17]4[C:21](=[CH:22][CH:23]=3)[CH2:20][CH:19]([NH2:24])[CH2:18]4)=[N:11]2)=[CH:6][CH:5]=1, predict the reactants needed to synthesize it. The reactants are: [F:1][C:2]([F:33])([F:32])[O:3][C:4]1[CH:9]=[CH:8][C:7]([N:10]2[CH:14]=[N:13][C:12]([C:15]3[CH:16]=[C:17]4[C:21](=[CH:22][CH:23]=3)[CH2:20][CH:19]([NH:24]C(=O)OC(C)(C)C)[CH2:18]4)=[N:11]2)=[CH:6][CH:5]=1.[F:34][C:35]([F:40])([F:39])[C:36]([OH:38])=[O:37]. (2) Given the product [C:12]([C:15]1[CH:20]=[CH:19][C:18]([N+:1]([O-:4])=[O:2])=[C:17]([NH:21][C:22](=[O:24])[CH3:23])[CH:16]=1)(=[O:14])[CH3:13], predict the reactants needed to synthesize it. The reactants are: [N+:1]([O-:4])(O)=[O:2].C(OC(=O)C)(=O)C.[C:12]([C:15]1[CH:16]=[C:17]([NH:21][C:22](=[O:24])[CH3:23])[CH:18]=[CH:19][CH:20]=1)(=[O:14])[CH3:13]. (3) Given the product [F:6][C:7]([F:20])([F:19])[S:8]([O:4][CH2:3][CH:2]([F:1])[CH3:5])(=[O:10])=[O:9], predict the reactants needed to synthesize it. The reactants are: [F:1][CH:2]([CH3:5])[CH2:3][OH:4].[F:6][C:7]([F:20])([F:19])[S:8](O[S:8]([C:7]([F:20])([F:19])[F:6])(=[O:10])=[O:9])(=[O:10])=[O:9].C(N(CC)CC)C. (4) Given the product [NH4+:11].[OH-:35].[F:1][C:2]1[CH:3]=[C:4]([C@@:9]2([CH3:41])[N:18]([CH2:19][CH2:20][S:21]([C:22]3[CH:23]=[C:24]4[C:37](=[CH:38][CH:39]=3)[CH2:36][C@:26]3([C:34]5[C:29](=[N:30][CH:31]=[CH:32][CH:33]=5)[NH:28][C:27]3=[O:35])[CH2:25]4)=[O:42])[C:17](=[O:40])[C:12]3([CH2:13][CH2:14][CH2:15][CH2:16]3)[NH:11][CH2:10]2)[CH:5]=[C:6]([F:8])[CH:7]=1, predict the reactants needed to synthesize it. The reactants are: [F:1][C:2]1[CH:3]=[C:4]([C@@:9]2([CH3:41])[N:18]([CH2:19][CH2:20][S:21][C:22]3[CH:23]=[C:24]4[C:37](=[CH:38][CH:39]=3)[CH2:36][C@:26]3([C:34]5[C:29](=[N:30][CH:31]=[CH:32][CH:33]=5)[NH:28][C:27]3=[O:35])[CH2:25]4)[C:17](=[O:40])[C:12]3([CH2:16][CH2:15][CH2:14][CH2:13]3)[NH:11][CH2:10]2)[CH:5]=[C:6]([F:8])[CH:7]=1.[OH:42]O. (5) Given the product [CH2:1]([O:3][C:4](=[O:13])[C:5]1[CH:10]=[CH:9][C:8]([O:11][C:15]2[CH:20]=[CH:19][CH:18]=[CH:17][N:16]=2)=[CH:7][C:6]=1[CH3:12])[CH3:2], predict the reactants needed to synthesize it. The reactants are: [CH2:1]([O:3][C:4](=[O:13])[C:5]1[CH:10]=[CH:9][C:8]([OH:11])=[CH:7][C:6]=1[CH3:12])[CH3:2].I[C:15]1[CH:20]=[CH:19][CH:18]=[CH:17][N:16]=1.CC(C)(C(=O)CC(=O)C(C)(C)C)C.C(=O)([O-])[O-].[Cs+].[Cs+]. (6) The reactants are: Br[C:2]1[CH:3]=[C:4]2[C:9](=[CH:10][CH:11]=1)[N:8]=[CH:7][C:6]([C:12](=[O:14])[CH3:13])=[C:5]2[NH:15][C:16]1[CH:17]=[N:18][N:19]([CH:21]2[CH2:26][CH2:25][N:24]([CH3:27])[CH2:23][CH2:22]2)[CH:20]=1.[Cl:28][C:29]1[CH:34]=[C:33](B2OC(C)(C)C(C)(C)O2)[CH:32]=[C:31]([Cl:44])[C:30]=1[OH:45].C([O-])([O-])=O.[Cs+].[Cs+].[ClH:52]. Given the product [ClH:28].[ClH:52].[Cl:28][C:29]1[CH:34]=[C:33]([C:2]2[CH:3]=[C:4]3[C:9](=[CH:10][CH:11]=2)[N:8]=[CH:7][C:6]([C:12](=[O:14])[CH3:13])=[C:5]3[NH:15][C:16]2[CH:17]=[N:18][N:19]([CH:21]3[CH2:26][CH2:25][N:24]([CH3:27])[CH2:23][CH2:22]3)[CH:20]=2)[CH:32]=[C:31]([Cl:44])[C:30]=1[OH:45], predict the reactants needed to synthesize it.